Predict the product of the given reaction. From a dataset of Forward reaction prediction with 1.9M reactions from USPTO patents (1976-2016). Given the reactants [C:1]([O:5][C:6]([N:8]1[CH2:13][CH2:12][CH:11]([N:14]([C:29]([O:31][C:32]([CH3:35])([CH3:34])[CH3:33])=[O:30])[C:15]2[CH:20]=[CH:19][C:18]([O:21]C(OC(C)(C)C)=O)=[CH:17][N:16]=2)[CH2:10][CH2:9]1)=[O:7])([CH3:4])([CH3:3])[CH3:2].[Li+].[OH-].O, predict the reaction product. The product is: [C:1]([O:5][C:6]([N:8]1[CH2:13][CH2:12][CH:11]([N:14]([C:29]([O:31][C:32]([CH3:35])([CH3:34])[CH3:33])=[O:30])[C:15]2[CH:20]=[CH:19][C:18]([OH:21])=[CH:17][N:16]=2)[CH2:10][CH2:9]1)=[O:7])([CH3:4])([CH3:3])[CH3:2].